Dataset: Forward reaction prediction with 1.9M reactions from USPTO patents (1976-2016). Task: Predict the product of the given reaction. (1) Given the reactants [Cl:1][C:2]1[CH:3]=[CH:4][C:5](=[O:8])[NH:6][N:7]=1.C([O-])([O-])=O.[K+].[K+].Br[CH2:16][CH2:17][O:18][C:19]1[C:28]2[C:23](=[CH:24][C:25]([O:29][CH3:30])=[CH:26][CH:27]=2)[N:22]=[CH:21][CH:20]=1.O, predict the reaction product. The product is: [Cl:1][C:2]1[CH:3]=[CH:4][C:5](=[O:8])[N:6]([CH2:16][CH2:17][O:18][C:19]2[C:28]3[C:23](=[CH:24][C:25]([O:29][CH3:30])=[CH:26][CH:27]=3)[N:22]=[CH:21][CH:20]=2)[N:7]=1. (2) Given the reactants [C:1]1([C:25]2[CH:30]=[CH:29][CH:28]=[CH:27][CH:26]=2)[CH:6]=[CH:5][C:4]([CH2:7][C@@H:8]([NH:16][C:17]([C:19]2[NH:20][N:21]=[C:22]([Cl:24])[N:23]=2)=[O:18])[CH2:9][C@@H:10]([CH2:14][OH:15])[C:11]([OH:13])=[O:12])=[CH:3][CH:2]=1.Cl.[CH3:32][O:33][CH2:34][CH2:35]O, predict the reaction product. The product is: [CH3:32][O:33][CH2:34][CH2:35][O:12][C:11](=[O:13])[C@H:10]([CH2:14][OH:15])[CH2:9][C@H:8]([NH:16][C:17]([C:19]1[NH:20][N:21]=[C:22]([Cl:24])[N:23]=1)=[O:18])[CH2:7][C:4]1[CH:5]=[CH:6][C:1]([C:25]2[CH:26]=[CH:27][CH:28]=[CH:29][CH:30]=2)=[CH:2][CH:3]=1. (3) Given the reactants [N:1]1[C:6]2=[N:7][N:8]3[CH:13]=[CH:12][CH:11]=[CH:10][C:9]3=[C:5]2[C:4]([NH2:14])=[N:3][CH:2]=1.[N:15]([C:18]1[CH:23]=[CH:22][CH:21]=[C:20]([N+:24]([O-:26])=[O:25])[CH:19]=1)=[C:16]=[O:17], predict the reaction product. The product is: [N+:24]([C:20]1[CH:19]=[C:18]([NH:15][C:16]([NH:14][C:4]2[C:5]3[C:6](=[N:7][N:8]4[CH:13]=[CH:12][CH:11]=[CH:10][C:9]=34)[N:1]=[CH:2][N:3]=2)=[O:17])[CH:23]=[CH:22][CH:21]=1)([O-:26])=[O:25]. (4) Given the reactants Br[C:2]1[CH:7]=[CH:6][CH:5]=[CH:4][N:3]=1.C1C=CC(P(C2C(C3C(P(C4C=CC=CC=4)C4C=CC=CC=4)=CC=C4C=3C=CC=C4)=C3C(C=CC=C3)=CC=2)C2C=CC=CC=2)=CC=1.C([O-])(C)(C)C.[Na+].[NH2:60][C@@H:61]1[CH2:69][C:68]2[C:63](=[CH:64][CH:65]=[C:66]([NH:70][C:71]([C:73]3[C:74]([C:80]4[CH:85]=[CH:84][C:83]([C:86]([F:89])([F:88])[F:87])=[CH:82][CH:81]=4)=[C:75]([CH3:79])[CH:76]=[CH:77][CH:78]=3)=[O:72])[CH:67]=2)[CH2:62]1, predict the reaction product. The product is: [N:3]1[CH:4]=[CH:5][CH:6]=[CH:7][C:2]=1[NH:60][C@@H:61]1[CH2:69][C:68]2[C:63](=[CH:64][CH:65]=[C:66]([NH:70][C:71]([C:73]3[C:74]([C:80]4[CH:81]=[CH:82][C:83]([C:86]([F:87])([F:88])[F:89])=[CH:84][CH:85]=4)=[C:75]([CH3:79])[CH:76]=[CH:77][CH:78]=3)=[O:72])[CH:67]=2)[CH2:62]1. (5) Given the reactants [Cl:1][C:2]1[CH:7]=[CH:6][C:5]([C:8]2[C:9]([C:17]3[CH:22]=[CH:21][C:20]([Cl:23])=[CH:19][C:18]=3[Cl:24])=[N:10][C:11]([C:14]([OH:16])=O)=[N:12][CH:13]=2)=[CH:4][CH:3]=1.S(Cl)([Cl:27])=O, predict the reaction product. The product is: [Cl:1][C:2]1[CH:7]=[CH:6][C:5]([C:8]2[C:9]([C:17]3[CH:22]=[CH:21][C:20]([Cl:23])=[CH:19][C:18]=3[Cl:24])=[N:10][C:11]([C:14]([Cl:27])=[O:16])=[N:12][CH:13]=2)=[CH:4][CH:3]=1. (6) Given the reactants [N:1]1([CH2:7][CH2:8][CH2:9][N:10]2[CH2:15][CH2:14][NH:13][CH2:12][CH2:11]2)[CH2:6][CH2:5][CH2:4][CH2:3][CH2:2]1.[O:16]1[CH2:18][CH:17]1[CH2:19]OS(C1C=CC=C([N+]([O-])=O)C=1)(=O)=O, predict the reaction product. The product is: [O:16]1[CH2:18][CH:17]1[CH2:19][N:13]1[CH2:12][CH2:11][N:10]([CH2:9][CH2:8][CH2:7][N:1]2[CH2:2][CH2:3][CH2:4][CH2:5][CH2:6]2)[CH2:15][CH2:14]1. (7) Given the reactants C(OOC(=O)C1C=CC=CC=1)(=O)C1C=CC=CC=1.[Cl:19][C:20]1[C:25]([F:26])=[CH:24][C:23]([CH3:27])=[CH:22][N:21]=1.C1C(=O)N([Br:35])C(=O)C1, predict the reaction product. The product is: [Br:35][CH2:27][C:23]1[CH:24]=[C:25]([F:26])[C:20]([Cl:19])=[N:21][CH:22]=1. (8) Given the reactants [C:1]([O:5][C:6](=[O:35])[NH:7][CH2:8][C:9]1[CH:14]=[CH:13][C:12]([C:15]2[C:16]3[CH:23]=[CH:22][N:21]([S:24]([C:27]4[CH:32]=[CH:31][C:30]([CH3:33])=[CH:29][CH:28]=4)(=[O:26])=[O:25])[C:17]=3[N:18]=[CH:19][N:20]=2)=[CH:11][C:10]=1[F:34])([CH3:4])([CH3:3])[CH3:2].[Li+].CC([N-]C(C)C)C.[Br:44]C(Cl)(Cl)C(Br)(Cl)Cl, predict the reaction product. The product is: [C:1]([O:5][C:6](=[O:35])[NH:7][CH2:8][C:9]1[CH:14]=[CH:13][C:12]([C:15]2[C:16]3[CH:23]=[C:22]([Br:44])[N:21]([S:24]([C:27]4[CH:28]=[CH:29][C:30]([CH3:33])=[CH:31][CH:32]=4)(=[O:25])=[O:26])[C:17]=3[N:18]=[CH:19][N:20]=2)=[CH:11][C:10]=1[F:34])([CH3:4])([CH3:2])[CH3:3]. (9) Given the reactants [Br:1][C:2]1[C:7]([F:8])=[CH:6][C:5]([OH:9])=[CH:4][C:3]=1[F:10].O[CH2:12][C@@H:13]([NH:15][C:16](=[O:22])[O:17][C:18]([CH3:21])([CH3:20])[CH3:19])[CH3:14].C1(P(C2C=CC=CC=2)C2C=CC=CC=2)C=CC=CC=1.N(C(OC(C)C)=O)=NC(OC(C)C)=O, predict the reaction product. The product is: [Br:1][C:2]1[C:7]([F:8])=[CH:6][C:5]([O:9][CH2:14][C@@H:13]([NH:15][C:16](=[O:22])[O:17][C:18]([CH3:19])([CH3:21])[CH3:20])[CH3:12])=[CH:4][C:3]=1[F:10]. (10) Given the reactants Cl[C:2]1C=C(C=C[CH:11]=1)C(OO)=O.C(S[C:15]1[S:16][CH:17]=[CH:18][C:19]=1[C:20]1[N:32]([CH3:33])[C:23]2=[N:24][CH:25]=[C:26]([C:28]([F:31])([F:30])[F:29])[CH:27]=[C:22]2[N:21]=1)C.C(=O)(O)[O-].[Na+].[S:39]([O-:43])([O-])(=[O:41])=S.[Na+].[Na+], predict the reaction product. The product is: [CH2:2]([S:39]([C:15]1[S:16][CH:17]=[CH:18][C:19]=1[C:20]1[N:32]([CH3:33])[C:23]2=[N:24][CH:25]=[C:26]([C:28]([F:31])([F:29])[F:30])[CH:27]=[C:22]2[N:21]=1)(=[O:43])=[O:41])[CH3:11].